This data is from NCI-60 drug combinations with 297,098 pairs across 59 cell lines. The task is: Regression. Given two drug SMILES strings and cell line genomic features, predict the synergy score measuring deviation from expected non-interaction effect. (1) Drug 1: CN(C(=O)NC(C=O)C(C(C(CO)O)O)O)N=O. Drug 2: CC1=C(C(=O)C2=C(C1=O)N3CC4C(C3(C2COC(=O)N)OC)N4)N. Cell line: HCC-2998. Synergy scores: CSS=35.4, Synergy_ZIP=-2.49, Synergy_Bliss=-4.96, Synergy_Loewe=-36.4, Synergy_HSA=-1.26. (2) Drug 1: CNC(=O)C1=CC=CC=C1SC2=CC3=C(C=C2)C(=NN3)C=CC4=CC=CC=N4. Drug 2: C1=CC(=CC=C1CCC2=CNC3=C2C(=O)NC(=N3)N)C(=O)NC(CCC(=O)O)C(=O)O. Cell line: RXF 393. Synergy scores: CSS=13.0, Synergy_ZIP=-0.992, Synergy_Bliss=0.0491, Synergy_Loewe=-0.992, Synergy_HSA=0.658. (3) Drug 1: C1=CC(=C2C(=C1NCCNCCO)C(=O)C3=C(C=CC(=C3C2=O)O)O)NCCNCCO. Drug 2: CC1=C2C(C(=O)C3(C(CC4C(C3C(C(C2(C)C)(CC1OC(=O)C(C(C5=CC=CC=C5)NC(=O)OC(C)(C)C)O)O)OC(=O)C6=CC=CC=C6)(CO4)OC(=O)C)O)C)O. Cell line: SF-539. Synergy scores: CSS=51.4, Synergy_ZIP=-5.59, Synergy_Bliss=-6.77, Synergy_Loewe=-4.84, Synergy_HSA=-0.615. (4) Drug 1: CC12CCC(CC1=CCC3C2CCC4(C3CC=C4C5=CN=CC=C5)C)O. Drug 2: CC1=C(C=C(C=C1)NC(=O)C2=CC=C(C=C2)CN3CCN(CC3)C)NC4=NC=CC(=N4)C5=CN=CC=C5. Cell line: UACC62. Synergy scores: CSS=3.83, Synergy_ZIP=-0.971, Synergy_Bliss=3.41, Synergy_Loewe=2.09, Synergy_HSA=3.23. (5) Drug 1: CC1=C(C=C(C=C1)NC2=NC=CC(=N2)N(C)C3=CC4=NN(C(=C4C=C3)C)C)S(=O)(=O)N.Cl. Drug 2: CN(C(=O)NC(C=O)C(C(C(CO)O)O)O)N=O. Cell line: HCT-15. Synergy scores: CSS=-12.4, Synergy_ZIP=0.394, Synergy_Bliss=-11.8, Synergy_Loewe=-13.8, Synergy_HSA=-13.7. (6) Drug 1: C1CCC(CC1)NC(=O)N(CCCl)N=O. Drug 2: CC1CCC2CC(C(=CC=CC=CC(CC(C(=O)C(C(C(=CC(C(=O)CC(OC(=O)C3CCCCN3C(=O)C(=O)C1(O2)O)C(C)CC4CCC(C(C4)OC)OCCO)C)C)O)OC)C)C)C)OC. Cell line: OVCAR-5. Synergy scores: CSS=5.15, Synergy_ZIP=-7.13, Synergy_Bliss=-8.25, Synergy_Loewe=-8.82, Synergy_HSA=-5.90. (7) Drug 1: CCC1(CC2CC(C3=C(CCN(C2)C1)C4=CC=CC=C4N3)(C5=C(C=C6C(=C5)C78CCN9C7C(C=CC9)(C(C(C8N6C=O)(C(=O)OC)O)OC(=O)C)CC)OC)C(=O)OC)O.OS(=O)(=O)O. Drug 2: CC1C(C(CC(O1)OC2CC(CC3=C2C(=C4C(=C3O)C(=O)C5=CC=CC=C5C4=O)O)(C(=O)C)O)N)O. Cell line: HOP-92. Synergy scores: CSS=46.3, Synergy_ZIP=6.08, Synergy_Bliss=7.76, Synergy_Loewe=5.21, Synergy_HSA=8.76. (8) Drug 1: C1=NC2=C(N=C(N=C2N1C3C(C(C(O3)CO)O)F)Cl)N. Drug 2: CS(=O)(=O)CCNCC1=CC=C(O1)C2=CC3=C(C=C2)N=CN=C3NC4=CC(=C(C=C4)OCC5=CC(=CC=C5)F)Cl. Cell line: SK-MEL-28. Synergy scores: CSS=-1.44, Synergy_ZIP=1.71, Synergy_Bliss=2.05, Synergy_Loewe=-4.14, Synergy_HSA=-3.97. (9) Drug 1: CCCCCOC(=O)NC1=NC(=O)N(C=C1F)C2C(C(C(O2)C)O)O. Drug 2: CS(=O)(=O)CCNCC1=CC=C(O1)C2=CC3=C(C=C2)N=CN=C3NC4=CC(=C(C=C4)OCC5=CC(=CC=C5)F)Cl. Cell line: NCI-H522. Synergy scores: CSS=7.59, Synergy_ZIP=-3.05, Synergy_Bliss=1.18, Synergy_Loewe=-17.3, Synergy_HSA=-0.154. (10) Drug 1: COC1=C(C=C2C(=C1)N=CN=C2NC3=CC(=C(C=C3)F)Cl)OCCCN4CCOCC4. Drug 2: C#CCC(CC1=CN=C2C(=N1)C(=NC(=N2)N)N)C3=CC=C(C=C3)C(=O)NC(CCC(=O)O)C(=O)O. Cell line: SNB-19. Synergy scores: CSS=7.40, Synergy_ZIP=-3.29, Synergy_Bliss=1.33, Synergy_Loewe=1.23, Synergy_HSA=1.23.